From a dataset of Full USPTO retrosynthesis dataset with 1.9M reactions from patents (1976-2016). Predict the reactants needed to synthesize the given product. (1) Given the product [Cl:1][C:2]1[CH:7]=[C:6]([Cl:8])[C:5]([N+:9]([O-:11])=[O:10])=[CH:4][C:3]=1[S:12]([CH3:14])(=[O:20])=[O:13], predict the reactants needed to synthesize it. The reactants are: [Cl:1][C:2]1[CH:7]=[C:6]([Cl:8])[C:5]([N+:9]([O-:11])=[O:10])=[CH:4][C:3]=1[S:12]([CH3:14])=[O:13].ClC1C=C(C=CC=1)C(OO)=[O:20].C([O-])(O)=O.[Na+]. (2) The reactants are: C(O)(C(F)(F)F)=O.C(OC([N:15]([C:42]1[CH:47]=[CH:46][CH:45]=[CH:44][N:43]=1)[CH2:16][CH2:17][O:18][C:19]1[CH:41]=[CH:40][C:22]([CH2:23][C@@H:24]([C:36]([O:38][CH3:39])=[O:37])[NH:25][C:26](=[O:35])[C:27]2[C:32]([Cl:33])=[CH:31][CH:30]=[CH:29][C:28]=2[Cl:34])=[CH:21][CH:20]=1)=O)(C)(C)C. Given the product [Cl:34][C:28]1[CH:29]=[CH:30][CH:31]=[C:32]([Cl:33])[C:27]=1[C:26]([NH:25][C@H:24]([C:36]([O:38][CH3:39])=[O:37])[CH2:23][C:22]1[CH:40]=[CH:41][C:19]([O:18][CH2:17][CH2:16][NH:15][C:42]2[CH:47]=[CH:46][CH:45]=[CH:44][N:43]=2)=[CH:20][CH:21]=1)=[O:35], predict the reactants needed to synthesize it. (3) Given the product [CH3:1][O:2][N:3]=[CH:4][C:5]1[CH:10]=[CH:9][C:8]([N+:11]([O-:13])=[O:12])=[C:7]([O:14][Si:23]([CH:27]([CH3:29])[CH3:28])([CH:24]([CH3:26])[CH3:25])[CH:20]([CH3:22])[CH3:21])[CH:6]=1, predict the reactants needed to synthesize it. The reactants are: [CH3:1][O:2][N:3]=[CH:4][C:5]1[CH:10]=[CH:9][C:8]([N+:11]([O-:13])=[O:12])=[C:7]([OH:14])[CH:6]=1.N1C=CN=C1.[CH:20]([Si:23](Cl)([CH:27]([CH3:29])[CH3:28])[CH:24]([CH3:26])[CH3:25])([CH3:22])[CH3:21]. (4) The reactants are: [F:1][C:2]([F:51])([F:50])[C:3]1[CH:4]=[C:5]([CH:47]=[CH:48][CH:49]=1)[CH2:6][NH:7][C:8]([C:10]1[CH:15]=[CH:14][N:13]=[C:12]([C:16]2[CH:21]=[C:20]([N:22]3[CH2:26][CH2:25][CH2:24][CH2:23]3)[CH:19]=[CH:18][C:17]=2[NH:27][C:28]([C:30]2[CH:31]=[C:32]([CH:44]=[CH:45][CH:46]=2)[CH2:33][S:34][CH2:35][CH2:36][C:37]([O:39]C(C)(C)C)=[O:38])=[O:29])[CH:11]=1)=[O:9].FC(F)(F)C(O)=O. Given the product [N:22]1([C:20]2[CH:19]=[CH:18][C:17]([NH:27][C:28]([C:30]3[CH:31]=[C:32]([CH:44]=[CH:45][CH:46]=3)[CH2:33][S:34][CH2:35][CH2:36][C:37]([OH:39])=[O:38])=[O:29])=[C:16]([C:12]3[CH:11]=[C:10]([C:8](=[O:9])[NH:7][CH2:6][C:5]4[CH:47]=[CH:48][CH:49]=[C:3]([C:2]([F:51])([F:1])[F:50])[CH:4]=4)[CH:15]=[CH:14][N:13]=3)[CH:21]=2)[CH2:26][CH2:25][CH2:24][CH2:23]1, predict the reactants needed to synthesize it.